From a dataset of Reaction yield outcomes from USPTO patents with 853,638 reactions. Predict the reaction yield, written as a fraction of the theoretical maximum amount of product (1.0 means a 100% yield; for example, 0.34 means a 34% yield). (1) The reactants are [CH3:1][O:2][C:3]1[CH:4]=[C:5]2[C:10](=[CH:11][C:12]=1[O:13][CH3:14])[N:9]=[CH:8][N:7]=[C:6]2[O:15][C:16]1[CH:22]=[CH:21][C:19]([NH2:20])=[CH:18][CH:17]=1.Cl[C:24](Cl)([O:26][C:27](=[O:33])OC(Cl)(Cl)Cl)Cl.[CH:35]1(O)[CH2:40][CH2:39]C[CH2:37][CH2:36]1.C(=O)(O)[O-].[Na+]. The catalyst is C(Cl)Cl.C(N(CC)CC)C.C1(C)C=CC=CC=1. The product is [CH3:1][O:2][C:3]1[CH:4]=[C:5]2[C:10](=[CH:11][C:12]=1[O:13][CH3:14])[N:9]=[CH:8][N:7]=[C:6]2[O:15][C:16]1[CH:22]=[CH:21][C:19]([NH:20][C:27](=[O:33])[O:26][CH:24]2[CH2:39][CH2:40][CH2:35][CH2:36][CH2:37]2)=[CH:18][CH:17]=1. The yield is 0.710. (2) The reactants are C(O[BH-](OC(=O)C)OC(=O)C)(=O)C.[Na+].[Cl:15][C:16]1[C:17]([CH:28]=O)=[N:18][CH:19]=[C:20]([N:22]([CH:24]2[CH2:27][CH2:26][CH2:25]2)[CH3:23])[N:21]=1.[CH2:30]([NH:37][CH2:38][CH2:39][OH:40])[C:31]1[CH:36]=[CH:35][CH:34]=[CH:33][CH:32]=1.C(=O)([O-])O.[Na+]. The catalyst is C(#N)C.C(O)(=O)C. The product is [CH2:30]([N:37]([CH2:28][C:17]1[C:16]([Cl:15])=[N:21][C:20]([N:22]([CH:24]2[CH2:25][CH2:26][CH2:27]2)[CH3:23])=[CH:19][N:18]=1)[CH2:38][CH2:39][OH:40])[C:31]1[CH:36]=[CH:35][CH:34]=[CH:33][CH:32]=1. The yield is 0.920. (3) The reactants are [Br:1][C:2]1[CH:3]=[C:4]2[C:8](=[CH:9][CH:10]=1)[CH2:7][NH:6][CH2:5]2.C(N(CC)CC)C.[C:18](O[C:18]([O:20][C:21]([CH3:24])([CH3:23])[CH3:22])=[O:19])([O:20][C:21]([CH3:24])([CH3:23])[CH3:22])=[O:19]. The catalyst is ClCCl. The product is [Br:1][C:2]1[CH:3]=[C:4]2[C:8](=[CH:9][CH:10]=1)[CH2:7][N:6]([C:18]([O:20][C:21]([CH3:24])([CH3:23])[CH3:22])=[O:19])[CH2:5]2. The yield is 0.650. (4) The reactants are [NH:1]1[CH2:5][CH2:4][CH2:3][CH2:2]1.[Cl:6][C:7]1[C:16]2[C:11](=[CH:12][CH:13]=[CH:14][C:15]=2[N+:17]([O-:19])=[O:18])[C:10]([N+:20]([O-:22])=[O:21])=[CH:9][CH:8]=1. No catalyst specified. The product is [ClH:6].[N+:17]([C:15]1[C:16]2[C:11](=[C:10]([N+:20]([O-:22])=[O:21])[CH:9]=[CH:8][CH:7]=2)[C:12]([N:1]2[CH2:5][CH2:4][CH2:3][CH2:2]2)=[CH:13][CH:14]=1)([O-:19])=[O:18]. The yield is 0.210.